This data is from Reaction yield outcomes from USPTO patents with 853,638 reactions. The task is: Predict the reaction yield, written as a fraction of the theoretical maximum amount of product (1.0 means a 100% yield; for example, 0.34 means a 34% yield). (1) The catalyst is C(#N)C. The product is [N:1]([CH2:6][C:7]([C:9]1[CH:10]=[CH:11][C:12]2[N:16]=[C:15]([C@@H:17]3[CH2:21][CH2:20][CH2:19][N:18]3[C:22]([O:24][C:25]([CH3:28])([CH3:27])[CH3:26])=[O:23])[NH:14][C:13]=2[CH:29]=1)=[O:8])=[N+:2]=[N-:3]. The yield is 0.480. The reactants are [N-:1]=[N+:2]=[N-:3].[Na+].Cl[CH2:6][C:7]([C:9]1[CH:10]=[CH:11][C:12]2[N:16]=[C:15]([C@@H:17]3[CH2:21][CH2:20][CH2:19][N:18]3[C:22]([O:24][C:25]([CH3:28])([CH3:27])[CH3:26])=[O:23])[NH:14][C:13]=2[CH:29]=1)=[O:8]. (2) The reactants are [O:1]1[C:5]2[CH:6]=[CH:7][C:8]([CH:10]([C:15]3[CH:16]=[CH:17][C:18]4[O:22][CH2:21][CH2:20][C:19]=4[CH:23]=3)[C:11](OC)=[O:12])=[CH:9][C:4]=2[CH2:3][CH2:2]1.[NH2:24][OH:25].[OH-].[K+].[OH-].[Na+].Cl. The catalyst is C(OCC)(=O)C.CO.C1COCC1. The product is [O:1]1[C:5]2[CH:6]=[CH:7][C:8]([CH:10]([C:15]3[CH:16]=[CH:17][C:18]4[O:22][CH2:21][CH2:20][C:19]=4[CH:23]=3)[C:11]([NH:24][OH:25])=[O:12])=[CH:9][C:4]=2[CH2:3][CH2:2]1. The yield is 0.450. (3) The reactants are [C:1]([O:5][C:6](=[O:21])[CH2:7][C@@H:8]([CH2:17][N:18]=[N+:19]=[N-:20])[CH2:9][C@H:10]([CH3:16])[CH2:11][CH2:12][CH2:13][CH2:14][CH3:15])([CH3:4])([CH3:3])[CH3:2].C(OC(=O)C[C@@H](COS(C1C=CC(C)=CC=1)(=O)=O)C[C@@H](C)CCCCC)(C)(C)C. No catalyst specified. The product is [C:1]([O:5][C:6](=[O:21])[CH2:7][C@@H:8]([CH2:17][N:18]=[N+:19]=[N-:20])[CH2:9][C@@H:10]([CH3:16])[CH2:11][CH2:12][CH2:13][CH2:14][CH3:15])([CH3:3])([CH3:4])[CH3:2]. The yield is 0.960. (4) The reactants are [CH2:1]([O:4][CH3:5])[C:2]#[CH:3].[N:6]([CH2:9][C:10]([N:12]1[CH2:16][C@H:15]([O:17][C:18]([CH3:21])([CH3:20])[CH3:19])[CH2:14][C@H:13]1[C:22]([NH:24][CH2:25][C:26]1[CH:31]=[CH:30][C:29]([Cl:32])=[CH:28][CH:27]=1)=[O:23])=[O:11])=[N+:7]=[N-:8]. The catalyst is C(O)(C)(C)C.O.C1COCC1.O=C1O[C@H]([C@H](CO)O)C([O-])=C1O.[Na+]. The product is [C:18]([O:17][C@H:15]1[CH2:16][N:12]([C:10](=[O:11])[CH2:9][N:6]2[CH:3]=[C:2]([CH2:1][O:4][CH3:5])[N:8]=[N:7]2)[C@H:13]([C:22]([NH:24][CH2:25][C:26]2[CH:27]=[CH:28][C:29]([Cl:32])=[CH:30][CH:31]=2)=[O:23])[CH2:14]1)([CH3:21])([CH3:20])[CH3:19]. The yield is 0.850.